Predict the product of the given reaction. From a dataset of Forward reaction prediction with 1.9M reactions from USPTO patents (1976-2016). (1) Given the reactants S(C1C=CC(C)=CC=1)(O)(=O)=O.[Br:12][C:13]1[CH:22]=[C:21]2[C:16]([C:17](=[O:35])[N:18]([C:28]3[CH:33]=[CH:32][C:31]([Cl:34])=[CH:30][CH:29]=3)[C:19]3([CH2:27][CH2:26][NH:25][CH2:24][CH2:23]3)[NH:20]2)=[CH:15][CH:14]=1.C(=O)([O-])[O-].[Cs+].[Cs+].Br[CH:43]([C:45]1[CH:50]=[CH:49][CH:48]=[CH:47][CH:46]=1)[CH3:44].C([O-])(O)=O.[Na+], predict the reaction product. The product is: [Br:12][C:13]1[CH:22]=[C:21]2[C:16]([C:17](=[O:35])[N:18]([C:28]3[CH:33]=[CH:32][C:31]([Cl:34])=[CH:30][CH:29]=3)[C:19]3([CH2:27][CH2:26][N:25]([CH:43]([C:45]4[CH:50]=[CH:49][CH:48]=[CH:47][CH:46]=4)[CH3:44])[CH2:24][CH2:23]3)[NH:20]2)=[CH:15][CH:14]=1. (2) The product is: [O:1]=[C:2]1[N:10]([CH2:11][CH2:12][CH3:13])[C:9]2[N:8]=[C:7]([C:14]34[CH2:15][CH2:16][C:17]([C:22]([N:30]([CH2:32][C:33]([OH:35])=[O:34])[CH3:31])=[O:23])([CH2:18][CH2:19]3)[CH2:20][CH2:21]4)[NH:6][C:5]=2[C:4](=[O:25])[N:3]1[CH2:26][CH2:27][CH3:28]. Given the reactants [O:1]=[C:2]1[N:10]([CH2:11][CH2:12][CH3:13])[C:9]2[N:8]=[C:7]([C:14]34[CH2:21][CH2:20][C:17]([C:22](O)=[O:23])([CH2:18][CH2:19]3)[CH2:16][CH2:15]4)[NH:6][C:5]=2[C:4](=[O:25])[N:3]1[CH2:26][CH2:27][CH3:28].Cl.[NH:30]([CH2:32][C:33]([OH:35])=[O:34])[CH3:31].CCN(CC)CC.CN(C(ON1N=NC2C=CC=NC1=2)=[N+](C)C)C.F[P-](F)(F)(F)(F)F, predict the reaction product. (3) The product is: [NH:18]1[C:26]2[C:21](=[CH:22][CH:23]=[CH:24][CH:25]=2)[C:20]([CH:27]=[C:3]2[C:2](=[O:1])[N:6]([C:7]3[CH:8]=[CH:9][C:10]([S:13]([O-:16])(=[O:15])=[O:14])=[CH:11][CH:12]=3)[N:5]=[C:4]2[CH3:17])=[CH:19]1.[CH2:29]([NH+:31]([CH2:34][CH3:35])[CH2:32][CH3:33])[CH3:30]. Given the reactants [OH:1][C:2]1[N:6]([C:7]2[CH:12]=[CH:11][C:10]([S:13]([OH:16])(=[O:15])=[O:14])=[CH:9][CH:8]=2)[N:5]=[C:4]([CH3:17])[CH:3]=1.[NH:18]1[C:26]2[C:21](=[CH:22][CH:23]=[CH:24][CH:25]=2)[C:20]([CH:27]=O)=[CH:19]1.[CH2:29]([N:31]([CH2:34][CH3:35])[CH2:32][CH3:33])[CH3:30].CC(C)=O, predict the reaction product. (4) Given the reactants [OH:1][CH:2]([CH2:6][C:7]([OH:9])=[O:8])[C:3]([OH:5])=[O:4].[F:10][C:11]1[CH:12]=[C:13]2[C:17](=[CH:18][CH:19]=1)[NH:16][C:15](=[O:20])/[C:14]/2=[CH:21]\[C:22]1[NH:30][C:29]2[CH2:28][CH2:27][N:26]([CH2:31][C@H:32]([OH:40])[CH2:33][N:34]3[CH2:39][CH2:38][O:37][CH2:36][CH2:35]3)[C:25](=[O:41])[C:24]=2[C:23]=1[CH3:42].O, predict the reaction product. The product is: [C:3]([OH:5])(=[O:4])[CH:2]([CH2:6][C:7]([OH:9])=[O:8])[OH:1].[F:10][C:11]1[CH:12]=[C:13]2[C:17](=[CH:18][CH:19]=1)[NH:16][C:15](=[O:20])/[C:14]/2=[CH:21]\[C:22]1[NH:30][C:29]2[CH2:28][CH2:27][N:26]([CH2:31][C@H:32]([OH:40])[CH2:33][N:34]3[CH2:35][CH2:36][O:37][CH2:38][CH2:39]3)[C:25](=[O:41])[C:24]=2[C:23]=1[CH3:42]. (5) The product is: [F:24][C:20]1[CH:19]=[C:18]([C:12]2([N:15]([CH3:17])[CH3:16])[CH2:11][CH2:10][C:7]3([CH2:8][CH2:9][NH:4][CH2:5][CH2:6]3)[CH2:14][CH2:13]2)[CH:23]=[CH:22][CH:21]=1. Given the reactants C([N:4]1[CH2:9][CH2:8][C:7]2([CH2:14][CH2:13][C:12]([C:18]3[CH:23]=[CH:22][CH:21]=[C:20]([F:24])[CH:19]=3)([N:15]([CH3:17])[CH3:16])[CH2:11][CH2:10]2)[CH2:6][CH2:5]1)C=C.CN(C)C1(C2C=CC=CC=2)CCC2(CCNCC2)CC1, predict the reaction product. (6) Given the reactants [F:1][C:2]1[CH:7]=[CH:6][C:5]([C:8]2[CH:13]=[CH:12][CH:11]=[CH:10][C:9]=2[NH:14][C:15](=O)[CH3:16])=[CH:4][CH:3]=1.[OH-].[NH4+], predict the reaction product. The product is: [F:1][C:2]1[CH:7]=[CH:6][C:5]2[C:4](=[C:15]([CH3:16])[N:14]=[C:9]3[C:8]=2[CH:13]=[CH:12][CH:11]=[CH:10]3)[CH:3]=1.